Dataset: Forward reaction prediction with 1.9M reactions from USPTO patents (1976-2016). Task: Predict the product of the given reaction. (1) Given the reactants [F:1][C:2]([F:17])([S:13](F)(=[O:15])=[O:14])[C:3]([F:12])([F:11])[C:4]([F:10])([F:9])[C:5]([F:8])([F:7])[F:6].CCN(CC)CC.[CH2:25]([CH:32]1[C:40]2[C:35](=[CH:36][C:37]([F:42])=[C:38]([OH:41])[CH:39]=2)[CH2:34][CH:33]1[NH:43][C:44](=[O:48])[O:45][CH2:46][CH3:47])[C:26]1[CH:31]=[CH:30][CH:29]=[CH:28][CH:27]=1, predict the reaction product. The product is: [F:1][C:2]([F:17])([S:13]([O:41][C:38]1[CH:39]=[C:40]2[C:35](=[CH:36][C:37]=1[F:42])[CH2:34][CH:33]([NH:43][C:44]([O:45][CH2:46][CH3:47])=[O:48])[CH:32]2[CH2:25][C:26]1[CH:31]=[CH:30][CH:29]=[CH:28][CH:27]=1)(=[O:15])=[O:14])[C:3]([F:12])([F:11])[C:4]([F:10])([F:9])[C:5]([F:8])([F:7])[F:6]. (2) The product is: [C:1]([O:5][C:6]([N:8]1[CH2:13][CH2:12][CH:11]([OH:14])[CH2:10][CH2:9]1)=[O:7])([CH3:4])([CH3:2])[CH3:3]. Given the reactants [C:1]([O:5][C:6]([N:8]1[CH2:13][CH2:12][CH:11]([O:14]C2C=CC=C(Cl)C=2)[CH2:10][CH2:9]1)=[O:7])([CH3:4])([CH3:3])[CH3:2], predict the reaction product.